This data is from Retrosynthesis with 50K atom-mapped reactions and 10 reaction types from USPTO. The task is: Predict the reactants needed to synthesize the given product. (1) Given the product CC(C)(C)OC(=O)N1CC[C@@H](CNc2cc(C(F)(F)F)ccc2[N+](=O)[O-])C1, predict the reactants needed to synthesize it. The reactants are: CC(C)(C)OC(=O)N1CC[C@@H](CN)C1.O=[N+]([O-])c1ccc(C(F)(F)F)cc1Cl. (2) Given the product Cc1nc(-c2cncc(N(C)Cc3ccc(F)cc3)n2)sc1C(=O)NCC1CC1, predict the reactants needed to synthesize it. The reactants are: Cc1nc(-c2cncc(N(C)Cc3ccc(F)cc3)n2)sc1C(=O)O.NCC1CC1. (3) Given the product COc1ccc2nc(Nc3cc(C(F)(F)c4ccc(F)cc4)nc(Nc4ccc(CC(=O)O)cc4)n3)sc2c1, predict the reactants needed to synthesize it. The reactants are: COc1ccc2nc(Nc3cc(C(F)(F)c4ccc(F)cc4)nc(Cl)n3)sc2c1.Nc1ccc(CC(=O)O)cc1. (4) Given the product O=C(CO)Nc1cn2nc(Oc3cccc(NC(=O)c4cccc(C(F)(F)F)c4)c3)ccc2n1, predict the reactants needed to synthesize it. The reactants are: CC(=O)OCC(=O)Nc1cn2nc(Oc3cccc(NC(=O)c4cccc(C(F)(F)F)c4)c3)ccc2n1.